From a dataset of Reaction yield outcomes from USPTO patents with 853,638 reactions. Predict the reaction yield, written as a fraction of the theoretical maximum amount of product (1.0 means a 100% yield; for example, 0.34 means a 34% yield). The reactants are [OH-].[K+].C([O:5][C:6]([C:8]1[NH:9][C:10]2[C:15]([CH:16]=1)=[C:14]([CH3:17])[CH:13]=[C:12]([O:18][CH2:19][C:20]1[CH:25]=[CH:24][CH:23]=[CH:22][CH:21]=1)[CH:11]=2)=[O:7])C.Cl. The catalyst is C(O)C. The product is [CH2:19]([O:18][C:12]1[CH:11]=[C:10]2[C:15]([CH:16]=[C:8]([C:6]([OH:7])=[O:5])[NH:9]2)=[C:14]([CH3:17])[CH:13]=1)[C:20]1[CH:25]=[CH:24][CH:23]=[CH:22][CH:21]=1. The yield is 0.990.